Predict the reactants needed to synthesize the given product. From a dataset of Full USPTO retrosynthesis dataset with 1.9M reactions from patents (1976-2016). Given the product [C:1]([O:5][C:6]([N:7]1[CH2:17][CH2:18][O:19][C@@H:9]([C:10]2[CH:15]=[CH:14][CH:13]=[CH:12][CH:11]=2)[CH2:8]1)=[O:20])([CH3:4])([CH3:3])[CH3:2], predict the reactants needed to synthesize it. The reactants are: [C:1]([O:5][C:6](=[O:20])[N:7]([CH2:17][CH2:18][OH:19])[CH2:8][C@@H:9](O)[C:10]1[CH:15]=[CH:14][CH:13]=[CH:12][CH:11]=1)([CH3:4])([CH3:3])[CH3:2].C1(P(C2C=CC=CC=2)C2C=CC=CC=2)C=CC=CC=1.CCOC(/N=N/C(OCC)=O)=O.